From a dataset of Full USPTO retrosynthesis dataset with 1.9M reactions from patents (1976-2016). Predict the reactants needed to synthesize the given product. Given the product [N+:8]([C:5]1[CH:6]=[CH:7][C:2]([N:32]2[CH:26]3[CH2:31][CH2:30][CH:29]2[CH2:28][CH2:27]3)=[CH:3][C:4]=1[C:11]([F:14])([F:13])[F:12])([O-:10])=[O:9], predict the reactants needed to synthesize it. The reactants are: F[C:2]1[CH:7]=[CH:6][C:5]([N+:8]([O-:10])=[O:9])=[C:4]([C:11]([F:14])([F:13])[F:12])[CH:3]=1.C(=O)([O-])[O-].[Na+].[Na+].CS(C)=O.Cl.[CH:26]12[NH:32][CH:29]([CH2:30][CH2:31]1)[CH2:28][CH2:27]2.